Task: Predict which catalyst facilitates the given reaction.. Dataset: Catalyst prediction with 721,799 reactions and 888 catalyst types from USPTO (1) The catalyst class is: 250. Reactant: [CH3:1][O:2][C:3]1[CH:8]=[CH:7][CH:6]=[CH:5][C:4]=1[C:9]1[N:17]2[C:12]([CH:13]=[N:14][C:15]([NH:18][C:19]3[CH:24]=[CH:23][C:22]([CH:25]4[CH2:30][CH2:29][NH:28][CH2:27][CH2:26]4)=[CH:21][C:20]=3[O:31][CH3:32])=[N:16]2)=[CH:11][CH:10]=1.C(OC([NH:40][C:41]([CH3:46])([CH3:45])[C:42](O)=[O:43])=O)(C)(C)C.Cl.CN(C)CCCN=C=NCC.CN(C)C=O. Product: [NH2:40][C:41]([CH3:46])([CH3:45])[C:42]([N:28]1[CH2:29][CH2:30][CH:25]([C:22]2[CH:23]=[CH:24][C:19]([NH:18][C:15]3[N:14]=[CH:13][C:12]4=[CH:11][CH:10]=[C:9]([C:4]5[CH:5]=[CH:6][CH:7]=[CH:8][C:3]=5[O:2][CH3:1])[N:17]4[N:16]=3)=[C:20]([O:31][CH3:32])[CH:21]=2)[CH2:26][CH2:27]1)=[O:43]. (2) Reactant: C(OC([N:8]1[CH2:13][CH2:12][N:11]([C:14]2[N:19]=[CH:18][C:17]([C:20]([NH:22][C:23]3[CH:28]=[CH:27][CH:26]=[CH:25][C:24]=3[NH:29]C(OC(C)(C)C)=O)=[O:21])=[CH:16][N:15]=2)[CH2:10][CH2:9]1)=O)(C)(C)C.Cl. Product: [NH2:29][C:24]1[CH:25]=[CH:26][CH:27]=[CH:28][C:23]=1[NH:22][C:20]([C:17]1[CH:16]=[N:15][C:14]([N:11]2[CH2:10][CH2:9][NH:8][CH2:13][CH2:12]2)=[N:19][CH:18]=1)=[O:21]. The catalyst class is: 472. (3) Reactant: [CH3:1][N:2]([CH3:34])[C@@H:3]([CH2:27][C:28]1[CH:33]=[CH:32][CH:31]=[CH:30][CH:29]=1)[C:4]([NH:6][C:7]1[CH:8]=[C:9]2[C:25](=[O:26])[NH:24][N:23]=[CH:22][C:11]3=[C:12]([C:16]4[CH:21]=[CH:20][CH:19]=[CH:18][CH:17]=4)[NH:13][C:14]([CH:15]=1)=[C:10]23)=[O:5].C(OCC)C.CCCCCC.[C:46]([OH:55])(=[O:54])[C@@H:47]([C@H:49]([C:51]([OH:53])=[O:52])[OH:50])[OH:48]. Product: [OH:50][C@H:49]([C@@H:47]([OH:48])[C:46]([OH:55])=[O:54])[C:51]([OH:53])=[O:52].[CH3:34][N:2]([CH3:1])[C@@H:3]([CH2:27][C:28]1[CH:33]=[CH:32][CH:31]=[CH:30][CH:29]=1)[C:4]([NH:6][C:7]1[CH:8]=[C:9]2[C:25](=[O:26])[NH:24][N:23]=[CH:22][C:11]3=[C:12]([C:16]4[CH:17]=[CH:18][CH:19]=[CH:20][CH:21]=4)[NH:13][C:14]([CH:15]=1)=[C:10]23)=[O:5].[C:51]([CH:49]([CH:47]([C:46]([O-:55])=[O:54])[OH:48])[OH:50])([O-:53])=[O:52]. The catalyst class is: 111. (4) Reactant: [CH2:1]([N:8]1[CH:13]([CH2:14][F:15])[CH2:12][O:11][C:10]([CH3:17])([CH3:16])[C:9]1=O)[C:2]1[CH:7]=[CH:6][CH:5]=[CH:4][CH:3]=1.CO. Product: [CH2:1]([N:8]1[CH:13]([CH2:14][F:15])[CH2:12][O:11][C:10]([CH3:17])([CH3:16])[CH2:9]1)[C:2]1[CH:3]=[CH:4][CH:5]=[CH:6][CH:7]=1. The catalyst class is: 7. (5) Reactant: [Cl:1][C:2]1[CH:7]=[CH:6][C:5]([CH:8](O)[C:9]2[C:10]([CH3:27])=[N:11][N:12]([C:19]3[CH:24]=[CH:23][N:22]=[C:21]([O:25][CH3:26])[N:20]=3)[C:13]=2[C:14]([O:16][CH2:17][CH3:18])=[O:15])=[CH:4][CH:3]=1.[NH2:29][C:30]1[CH:31]=[C:32]([CH3:38])[C:33](=[O:37])[N:34]([CH3:36])[CH:35]=1. Product: [Cl:1][C:2]1[CH:7]=[CH:6][C:5]([CH:8]([NH:29][C:30]2[CH:31]=[C:32]([CH3:38])[C:33](=[O:37])[N:34]([CH3:36])[CH:35]=2)[C:9]2[C:10]([CH3:27])=[N:11][N:12]([C:19]3[CH:24]=[CH:23][N:22]=[C:21]([O:25][CH3:26])[N:20]=3)[C:13]=2[C:14]([O:16][CH2:17][CH3:18])=[O:15])=[CH:4][CH:3]=1. The catalyst class is: 61.